From a dataset of Forward reaction prediction with 1.9M reactions from USPTO patents (1976-2016). Predict the product of the given reaction. (1) Given the reactants [N:1]1[CH:6]=[CH:5][C:4]([CH:7]2[C:13](=O)[NH:12][C:11]3[N:15]=[CH:16][CH:17]=[CH:18][C:10]=3[C:9]([C:19]3[S:20][CH:21]=[CH:22][CH:23]=3)=[N:8]2)=[CH:3][CH:2]=1.[CH2:24]([NH2:26])[CH3:25], predict the reaction product. The product is: [CH2:24]([NH:26][C:13]1[CH:7]([C:4]2[CH:5]=[CH:6][N:1]=[CH:2][CH:3]=2)[N:8]=[C:9]([C:19]2[S:20][CH:21]=[CH:22][CH:23]=2)[C:10]2[CH:18]=[CH:17][CH:16]=[N:15][C:11]=2[N:12]=1)[CH3:25]. (2) Given the reactants C([O:8][C:9]1[C:10](=[O:27])[CH:11]=[C:12]([CH2:15][NH:16][S:17]([C:20]2[CH:25]=[CH:24][C:23]([Cl:26])=[CH:22][CH:21]=2)(=[O:19])=[O:18])[O:13][CH:14]=1)C1C=CC=CC=1.OC1C(=O)C=C(CNS(C2C=CC=CC=2)(=O)=O)OC=1, predict the reaction product. The product is: [Cl:26][C:23]1[CH:22]=[CH:21][C:20]([S:17]([NH:16][CH2:15][C:12]2[O:13][CH:14]=[C:9]([OH:8])[C:10](=[O:27])[CH:11]=2)(=[O:19])=[O:18])=[CH:25][CH:24]=1. (3) The product is: [CH2:19]([CH:25]([CH2:28][CH2:29][CH2:30][CH2:31][CH2:32][CH2:33][CH2:34][CH3:35])[CH:26]=[C:11]1[C:12]2[CH:16]=[CH:15][S:14][C:13]=2[C:9]2[C:10]1=[CH:17][C:18]1[C:2]3[S:1][CH:5]=[CH:4][C:3]=3[C:6](=[CH:36][CH:37]([CH2:40][CH2:10][CH2:9][CH2:13][CH2:42][CH3:43])[CH2:38][CH2:17][CH2:18][CH2:2][CH2:3][CH2:6][CH2:7][CH3:8])[C:7]=1[CH:8]=2)[CH2:20][CH2:21][CH2:22][CH2:23][CH3:24]. Given the reactants [S:1]1[CH:5]=[CH:4][C:3]2[CH:6]=[C:7]3[C:18]([C:2]1=2)=[CH:17][C:10]1=[CH:11][C:12]2[CH:16]=[CH:15][S:14][C:13]=2[C:9]1=[CH:8]3.[CH2:19]([CH:25]([CH2:28][CH2:29][CH2:30][CH2:31][CH2:32][CH2:33][CH2:34][CH3:35])[CH:26]=O)[CH2:20][CH2:21][CH2:22][CH2:23][CH3:24].[CH3:36][C:37]([CH3:40])([O-])[CH3:38].[K+].[C:42](O)(=O)[CH3:43], predict the reaction product. (4) Given the reactants C(OC([N:8]1[C:16]2[CH2:15][CH2:14][N:13]([C:17]3[CH:18]=[N:19][C:20]([S:24]([CH3:27])(=[O:26])=[O:25])=[CH:21][C:22]=3[CH3:23])[CH:12]([CH3:28])[C:11]=2[CH:10]=[C:9]1[C:29]1[C:34]([F:35])=[CH:33][CH:32]=[CH:31][C:30]=1[F:36])=O)(C)(C)C.C([O-])([O-])=O.[K+].[K+], predict the reaction product. The product is: [F:36][C:30]1[CH:31]=[CH:32][CH:33]=[C:34]([F:35])[C:29]=1[C:9]1[NH:8][C:16]2[CH2:15][CH2:14][N:13]([C:17]3[CH:18]=[N:19][C:20]([S:24]([CH3:27])(=[O:26])=[O:25])=[CH:21][C:22]=3[CH3:23])[CH:12]([CH3:28])[C:11]=2[CH:10]=1. (5) Given the reactants [NH2:1][C:2]1[C:7]([C:8]([NH:10][C:11]2([C:20]([OH:22])=[O:21])[CH2:19][C:18]3[C:13](=[CH:14][CH:15]=[CH:16][CH:17]=3)[CH2:12]2)=[O:9])=[C:6]([CH:23]=[C:24]([CH3:26])[CH3:25])[C:5]([CH3:27])=[CH:4][CH:3]=1.[C:28](O)(=[O:30])[CH3:29], predict the reaction product. The product is: [C:28]([NH:1][C:2]1[C:7]([C:8]([NH:10][C:11]2([C:20]([OH:22])=[O:21])[CH2:12][C:13]3[C:18](=[CH:17][CH:16]=[CH:15][CH:14]=3)[CH2:19]2)=[O:9])=[C:6]([CH:23]=[C:24]([CH3:25])[CH3:26])[C:5]([CH3:27])=[CH:4][CH:3]=1)(=[O:30])[CH3:29]. (6) Given the reactants [F:1][C:2]1[CH:7]=[CH:6][C:5]([C:8]2(/[CH:14]=[CH:15]/[CH2:16][C:17]([O:19][CH3:20])=[O:18])[CH2:13][CH2:12][CH2:11][CH2:10][CH2:9]2)=[CH:4][CH:3]=1, predict the reaction product. The product is: [F:1][C:2]1[CH:3]=[CH:4][C:5]([C:8]2([CH2:14][CH2:15][CH2:16][C:17]([O:19][CH3:20])=[O:18])[CH2:13][CH2:12][CH2:11][CH2:10][CH2:9]2)=[CH:6][CH:7]=1. (7) Given the reactants [CH2:1]([C@H:3]1[C@H:8]([NH:9][C@@H](C2C=CC=CC=2)C)[CH2:7][CH2:6][N:5]([C:18]([O:20][C:21]([CH3:24])([CH3:23])[CH3:22])=[O:19])[CH2:4]1)[CH3:2].[C:25]([OH:28])(=[O:27])[CH3:26], predict the reaction product. The product is: [NH2:9][C@@H:8]1[CH2:7][CH2:6][N:5]([C:18]([O:20][C:21]([CH3:23])([CH3:22])[CH3:24])=[O:19])[CH2:4][C@H:3]1[CH2:1][CH3:2].[CH3:26][C:25]([OH:28])=[O:27].